From a dataset of Forward reaction prediction with 1.9M reactions from USPTO patents (1976-2016). Predict the product of the given reaction. (1) Given the reactants CCN(CC)CC.[CH3:8][S:9]([O:12]S(C)(=O)=O)(=O)=[O:10].[N:17]1([C:23]2[CH:31]=[CH:30][CH:29]=[C:28]3[C:24]=2[CH:25]=[CH:26][NH:27]3)[CH2:22][CH2:21][NH:20][CH2:19][CH2:18]1.O, predict the reaction product. The product is: [CH3:8][S:9]([N:20]1[CH2:21][CH2:22][N:17]([C:23]2[CH:31]=[CH:30][CH:29]=[C:28]3[C:24]=2[CH:25]=[CH:26][NH:27]3)[CH2:18][CH2:19]1)(=[O:12])=[O:10]. (2) Given the reactants [F:1][C:2]1[C:3]([O:21][CH3:22])=[C:4]([CH:8]([CH2:18][CH2:19][CH3:20])[CH2:9][C:10]([OH:17])([C:13]([F:16])([F:15])[F:14])[CH:11]=O)[CH:5]=[CH:6][CH:7]=1.[NH2:23][C:24]1[CH:33]=[CH:32][CH:31]=[C:30]2[C:25]=1[CH:26]=[N:27][C:28]([CH3:34])=[N:29]2.O, predict the reaction product. The product is: [F:1][C:2]1[C:3]([O:21][CH3:22])=[C:4]([CH:8]([CH2:18][CH2:19][CH3:20])[CH2:9][C:10]([C:13]([F:16])([F:14])[F:15])([OH:17])[CH:11]=[N:23][C:24]2[CH:33]=[CH:32][CH:31]=[C:30]3[C:25]=2[CH:26]=[N:27][C:28]([CH3:34])=[N:29]3)[CH:5]=[CH:6][CH:7]=1. (3) Given the reactants [CH3:1][O:2][C:3](=[O:34])[C@H:4]([NH:23][C:24]([O:26][CH2:27][C:28]1[CH:33]=[CH:32][CH:31]=[CH:30][CH:29]=1)=[O:25])[CH2:5][C:6]1[CH:11]=[C:10]([CH3:12])[C:9]([NH:13][C:14]([O:16][C:17]([CH3:20])([CH3:19])[CH3:18])=[O:15])=[CH:8][C:7]=1[CH2:21]O.C(N(CC)CC)C.CS([Cl:46])(=O)=O, predict the reaction product. The product is: [CH3:1][O:2][C:3](=[O:34])[C@H:4]([NH:23][C:24]([O:26][CH2:27][C:28]1[CH:33]=[CH:32][CH:31]=[CH:30][CH:29]=1)=[O:25])[CH2:5][C:6]1[CH:11]=[C:10]([CH3:12])[C:9]([NH:13][C:14]([O:16][C:17]([CH3:20])([CH3:19])[CH3:18])=[O:15])=[CH:8][C:7]=1[CH2:21][Cl:46]. (4) The product is: [CH2:33]([O:35][C:36](=[O:48])[CH:37]=[CH:38][C:39]1[CH:40]=[CH:41][C:42]([C:45](=[O:46])[CH:7]([C:6]([O:5][C:1]([CH3:4])([CH3:2])[CH3:3])=[O:19])[C:8]2[C:13]([F:14])=[C:12]([F:15])[C:11]([F:16])=[C:10]([F:17])[C:9]=2[F:18])=[CH:43][CH:44]=1)[CH3:34]. Given the reactants [C:1]([O:5][C:6](=[O:19])[CH2:7][C:8]1[C:13]([F:14])=[C:12]([F:15])[C:11]([F:16])=[C:10]([F:17])[C:9]=1[F:18])([CH3:4])([CH3:3])[CH3:2].C[Si]([N-][Si](C)(C)C)(C)C.[Li+].C(=O)=O.[CH2:33]([O:35][C:36](=[O:48])[CH:37]=[CH:38][C:39]1[CH:44]=[CH:43][C:42]([C:45](O)=[O:46])=[CH:41][CH:40]=1)[CH3:34].C(O)(=O)CC(CC(O)=O)(C(O)=O)O, predict the reaction product.